Predict which catalyst facilitates the given reaction. From a dataset of Catalyst prediction with 721,799 reactions and 888 catalyst types from USPTO. (1) Reactant: C[O:2][C:3]1[CH:8]=[CH:7][C:6]([N:9]2[C:13]3[CH:14]=[CH:15][CH:16]=[CH:17][C:12]=3[N:11]=[C:10]2[C:18]2[CH:34]=[CH:33][C:21]([C:22]([NH:24][CH:25]([C:27]3[CH:32]=[CH:31][CH:30]=[CH:29][CH:28]=3)[CH3:26])=[O:23])=[CH:20][CH:19]=2)=[CH:5][CH:4]=1.B(Br)(Br)Br. Product: [OH:2][C:3]1[CH:4]=[CH:5][C:6]([N:9]2[C:13]3[CH:14]=[CH:15][CH:16]=[CH:17][C:12]=3[N:11]=[C:10]2[C:18]2[CH:19]=[CH:20][C:21]([C:22]([NH:24][CH:25]([C:27]3[CH:28]=[CH:29][CH:30]=[CH:31][CH:32]=3)[CH3:26])=[O:23])=[CH:33][CH:34]=2)=[CH:7][CH:8]=1. The catalyst class is: 2. (2) Reactant: Br[C:2]1[CH:7]=[CH:6][CH:5]=[C:4]([S:8][CH3:9])[CH:3]=1.[Li]CCCC.[C:15]([O:19][C:20]([N:22]1[CH2:27][CH2:26][C:25](=[O:28])[CH2:24][CH2:23]1)=[O:21])([CH3:18])([CH3:17])[CH3:16]. Product: [C:15]([O:19][C:20]([N:22]1[CH2:27][CH2:26][C:25]([OH:28])([C:2]2[CH:7]=[CH:6][CH:5]=[C:4]([S:8][CH3:9])[CH:3]=2)[CH2:24][CH2:23]1)=[O:21])([CH3:18])([CH3:16])[CH3:17]. The catalyst class is: 1. (3) Reactant: C([N:9]1[C:14](=[O:15])[C:13]([I:16])=[CH:12][N:11]([CH2:17][CH2:18][CH2:19][N:20]2[CH2:25][C@H:24]3[C@:22]([C:26]4[CH:31]=[CH:30][C:29]([C:32]([F:35])([F:34])[F:33])=[CH:28][CH:27]=4)([CH2:23]3)[CH2:21]2)[C:10]1=[O:36])(=O)C1C=CC=CC=1. Product: [I:16][C:13]1[C:14](=[O:15])[NH:9][C:10](=[O:36])[N:11]([CH2:17][CH2:18][CH2:19][N:20]2[CH2:25][C@H:24]3[C@:22]([C:26]4[CH:27]=[CH:28][C:29]([C:32]([F:35])([F:34])[F:33])=[CH:30][CH:31]=4)([CH2:23]3)[CH2:21]2)[CH:12]=1. The catalyst class is: 547. (4) Reactant: Br[C:2]1[CH:7]=[CH:6][CH:5]=[CH:4][C:3]=1[C:8]([CH3:11])([CH3:10])[CH3:9].C([Li])CCC.[CH2:17]=[O:18]. Product: [C:8]([C:3]1[CH:4]=[CH:5][CH:6]=[CH:7][C:2]=1[CH2:17][OH:18])([CH3:11])([CH3:10])[CH3:9]. The catalyst class is: 1. (5) Reactant: [C:1]([NH:9][C:10]1[N:14]([C@@H:15]2[CH2:20][CH2:19][C@H:18]([C:21]([O:23][CH3:24])=[O:22])[CH2:17][CH2:16]2)[C:13]2[CH:25]=[C:26]([CH2:29]O)[CH:27]=[CH:28][C:12]=2[N:11]=1)(=[O:8])[C:2]1[CH:7]=[CH:6][CH:5]=[CH:4][CH:3]=1.S(Cl)(Cl)=O.[CH3:35][C:36]1([CH3:44])[CH2:41][CH2:40][CH2:39][C:38]([CH3:43])([CH3:42])[NH:37]1. Product: [C:1]([NH:9][C:10]1[N:14]([C@@H:15]2[CH2:16][CH2:17][C@H:18]([C:21]([O:23][CH3:24])=[O:22])[CH2:19][CH2:20]2)[C:13]2[CH:25]=[C:26]([CH2:29][N:37]3[C:38]([CH3:43])([CH3:42])[CH2:39][CH2:40][CH2:41][C:36]3([CH3:44])[CH3:35])[CH:27]=[CH:28][C:12]=2[N:11]=1)(=[O:8])[C:2]1[CH:3]=[CH:4][CH:5]=[CH:6][CH:7]=1. The catalyst class is: 2.